From a dataset of Reaction yield outcomes from USPTO patents with 853,638 reactions. Predict the reaction yield, written as a fraction of the theoretical maximum amount of product (1.0 means a 100% yield; for example, 0.34 means a 34% yield). (1) The reactants are [NH2:1][C:2]1[C:19]([F:20])=[CH:18][C:5]([O:6][C:7]2[CH:12]=[C:11](Cl)[N:10]=[C:9]([NH:14][C:15](=[O:17])[CH3:16])[N:8]=2)=[C:4]([F:21])[CH:3]=1. The catalyst is [Pd].CO. The product is [NH2:1][C:2]1[C:19]([F:20])=[CH:18][C:5]([O:6][C:7]2[CH:12]=[CH:11][N:10]=[C:9]([NH:14][C:15](=[O:17])[CH3:16])[N:8]=2)=[C:4]([F:21])[CH:3]=1. The yield is 0.820. (2) The product is [NH2:1][C:2]1[N:7]=[CH:6][N:5]=[C:4]2[N:8]([CH:12]([C:14]3[CH:21]=[C:20]([Cl:22])[C:17]([C:18]#[N:19])=[C:16]([CH:23]4[CH2:24][N:25]([CH2:38][CH2:39][OH:40])[CH2:26]4)[C:15]=3[O:27][CH2:28][CH3:29])[CH3:13])[N:9]=[C:10]([CH3:11])[C:3]=12. The reactants are [NH2:1][C:2]1[N:7]=[CH:6][N:5]=[C:4]2[N:8]([CH:12]([C:14]3[CH:21]=[C:20]([Cl:22])[C:17]([C:18]#[N:19])=[C:16]([CH:23]4[CH2:26][NH:25][CH2:24]4)[C:15]=3[O:27][CH2:28][CH3:29])[CH3:13])[N:9]=[C:10]([CH3:11])[C:3]=12.C(N(CC)CC)C.Br[CH2:38][CH2:39][OH:40].C(=O)(O)[O-].[Na+]. The yield is 0.440. The catalyst is O1CCCC1. (3) The reactants are I([O-])(=O)(=O)=[O:2].[Na+].[CH3:7][O:8][C:9]([C:11]1[CH:12]=[C:13]2[CH:19]=[C:18]([C:20]([C:27]3[CH:28]=[N:29][C:30]([S:33][CH3:34])=[CH:31][CH:32]=3)=[CH:21][CH:22]3[CH2:26][CH2:25][CH2:24][CH2:23]3)[N:17]([S:35]([C:38]3[CH:43]=[CH:42][CH:41]=[CH:40][CH:39]=3)(=[O:37])=[O:36])[C:14]2=[N:15][CH:16]=1)=[O:10]. The catalyst is O.CO. The product is [CH3:7][O:8][C:9]([C:11]1[CH:12]=[C:13]2[CH:19]=[C:18]([C:20]([C:27]3[CH:28]=[N:29][C:30]([S:33]([CH3:34])=[O:2])=[CH:31][CH:32]=3)=[CH:21][CH:22]3[CH2:26][CH2:25][CH2:24][CH2:23]3)[N:17]([S:35]([C:38]3[CH:43]=[CH:42][CH:41]=[CH:40][CH:39]=3)(=[O:37])=[O:36])[C:14]2=[N:15][CH:16]=1)=[O:10]. The yield is 0.970. (4) The reactants are [C:1]([NH:4][NH:5][C:6]([C:8]1[CH:13]=[C:12]([NH:14][CH2:15][CH2:16][C:17]2[CH:22]=[CH:21][C:20]([O:23][CH3:24])=[CH:19][CH:18]=2)[N:11]=[C:10]([O:25][CH3:26])[N:9]=1)=[O:7])(=O)[CH3:2].C1(C)C=CC(S(Cl)(=O)=O)=CC=1.CCN(P1(N(C)CCCN1C)=NC(C)(C)C)CC. The catalyst is C1COCC1. The product is [CH3:26][O:25][C:10]1[N:11]=[C:12]([NH:14][CH2:15][CH2:16][C:17]2[CH:22]=[CH:21][C:20]([O:23][CH3:24])=[CH:19][CH:18]=2)[CH:13]=[C:8]([C:6]2[O:7][C:1]([CH3:2])=[N:4][N:5]=2)[N:9]=1. The yield is 0.630. (5) The catalyst is C(O)C. The yield is 0.750. The reactants are [O:1]([C:8]1[CH:13]=[CH:12][C:11]([CH:14]2[O:18]C(=O)[NH:16][CH:15]2[CH2:20][C:21]2[CH:26]=[CH:25][C:24]([C:27]([F:30])([F:29])[F:28])=[CH:23][CH:22]=2)=[CH:10][CH:9]=1)[C:2]1[CH:7]=[CH:6][CH:5]=[CH:4][CH:3]=1.[OH-].[Na+]. The product is [NH2:16][CH:15]([CH2:20][C:21]1[CH:22]=[CH:23][C:24]([C:27]([F:28])([F:29])[F:30])=[CH:25][CH:26]=1)[CH:14]([C:11]1[CH:10]=[CH:9][C:8]([O:1][C:2]2[CH:7]=[CH:6][CH:5]=[CH:4][CH:3]=2)=[CH:13][CH:12]=1)[OH:18]. (6) The reactants are [C:1]1([CH3:11])[CH:6]=[CH:5][C:4]([S:7](Cl)(=[O:9])=[O:8])=[CH:3][CH:2]=1.[OH:12][C@@H:13]([C:16]1[CH:17]=[C:18]([CH2:24][CH2:25][C:26]([O:28][CH2:29][CH3:30])=[O:27])[CH:19]=[C:20]([F:23])[C:21]=1[F:22])[CH2:14][OH:15]. The catalyst is N1C=CC=CC=1. The product is [F:23][C:20]1[CH:19]=[C:18]([CH2:24][CH2:25][C:26]([O:28][CH2:29][CH3:30])=[O:27])[CH:17]=[C:16]([C@H:13]([OH:12])[CH2:14][O:15][S:7]([C:4]2[CH:5]=[CH:6][C:1]([CH3:11])=[CH:2][CH:3]=2)(=[O:9])=[O:8])[C:21]=1[F:22]. The yield is 0.810. (7) The reactants are [C:1](#[N:3])[CH3:2].C([Li])CCC.C(OC(=O)C[C:14]1[CH:19]=[C:18]([O:20][CH2:21][C:22]2[CH:27]=[CH:26][CH:25]=[CH:24][CH:23]=2)[CH:17]=[C:16]([O:28][CH2:29][C:30]2[CH:35]=[CH:34][CH:33]=[CH:32][CH:31]=2)[CH:15]=1)C.C1C[O:40][CH2:39]C1. The catalyst is C(OCC)(=O)C. The product is [CH2:29]([O:28][C:16]1[CH:15]=[C:14]([C:39](=[O:40])[CH2:2][C:1]#[N:3])[CH:19]=[C:18]([O:20][CH2:21][C:22]2[CH:27]=[CH:26][CH:25]=[CH:24][CH:23]=2)[CH:17]=1)[C:30]1[CH:31]=[CH:32][CH:33]=[CH:34][CH:35]=1. The yield is 0.670. (8) The reactants are CC([N:5]([CH2:9][C:10]1[N:14]2[CH:15]=[CH:16][CH:17]=[CH:18][C:13]2=[N:12][C:11]=1[CH2:19][N:20]([CH3:31])[C@@H:21]1[C:30]2[N:29]=[CH:28][CH:27]=[CH:26][C:25]=2[CH2:24][CH2:23][CH2:22]1)C(=O)[O-])(C)C.NCCCC1N2C=CC=CC2=NC=1CN(C)[C@@H]1C2N=CC=CC=2CCC1. No catalyst specified. The product is [NH2:5][CH2:9][C:10]1[N:14]2[CH:15]=[CH:16][CH:17]=[CH:18][C:13]2=[N:12][C:11]=1[CH2:19][N:20]([CH3:31])[C@@H:21]1[C:30]2[N:29]=[CH:28][CH:27]=[CH:26][C:25]=2[CH2:24][CH2:23][CH2:22]1. The yield is 0.850. (9) The reactants are [Cl:1][C:2]1[CH:11]=[C:10]2[C:5]([CH:6]=[CH:7][C:8]([CH3:12])=[N:9]2)=[C:4]([N:13]2[CH2:18][CH2:17][N:16]([CH2:19][CH2:20][C:21]3[CH:22]=[C:23]([CH:25]=[CH:26][CH:27]=3)[NH2:24])[CH2:15][CH2:14]2)[CH:3]=1.[CH3:28][S:29]([Cl:32])(=[O:31])=[O:30]. No catalyst specified. The product is [ClH:1].[ClH:32].[Cl:1][C:2]1[CH:11]=[C:10]2[C:5]([CH:6]=[CH:7][C:8]([CH3:12])=[N:9]2)=[C:4]([N:13]2[CH2:14][CH2:15][N:16]([CH2:19][CH2:20][C:21]3[CH:22]=[C:23]([NH:24][S:29]([CH3:28])(=[O:31])=[O:30])[CH:25]=[CH:26][CH:27]=3)[CH2:17][CH2:18]2)[CH:3]=1. The yield is 0.650.